This data is from Catalyst prediction with 721,799 reactions and 888 catalyst types from USPTO. The task is: Predict which catalyst facilitates the given reaction. (1) Reactant: C([Li])CCC.Br[C:7]1[CH:8]=[CH:9][C:10]([O:13][CH3:14])=[N:11][CH:12]=1.CN([CH:18]=[O:19])C. Product: [CH3:14][O:13][C:10]1[N:11]=[CH:12][C:7]([CH:18]=[O:19])=[CH:8][CH:9]=1. The catalyst class is: 1. (2) Reactant: [O:1](CC=C)[C@H:2]1[O:10][C@H:9]([CH2:11][OH:12])[C@@H:7]([OH:8])[C@H:5]([OH:6])[C@@H:3]1[OH:4].OCCOC(=O)C=C.Cl.NCCCNC(=O)C(C)=C.Cl.Cl.N(C(C1NCCN=1)(C)C)=NC(C1NCCN=1)(C)C. Product: [O:1]=[CH:2][C@H:3]([C@H:5]([C@@H:7]([C@@H:9]([CH2:11][OH:12])[OH:10])[OH:8])[OH:6])[OH:4]. The catalyst class is: 6. (3) Reactant: [Cl:1][C:2]1[CH:32]=[CH:31][C:5]([CH2:6][N:7]2[C:11]3[CH:12]=[C:13]([N:17]4[CH2:22][CH2:21][NH:20][CH2:19][CH2:18]4)[C:14]([F:16])=[CH:15][C:10]=3[N:9]=[C:8]2[CH2:23][O:24][C:25]2[CH:30]=[CH:29][CH:28]=[CH:27][CH:26]=2)=[CH:4][CH:3]=1.[C:33](Cl)(=[O:40])[C:34]1[CH:39]=[CH:38][CH:37]=[CH:36][CH:35]=1. Product: [Cl:1][C:2]1[CH:32]=[CH:31][C:5]([CH2:6][N:7]2[C:11]3[CH:12]=[C:13]([N:17]4[CH2:22][CH2:21][N:20]([C:33]([C:34]5[CH:39]=[CH:38][CH:37]=[CH:36][CH:35]=5)=[O:40])[CH2:19][CH2:18]4)[C:14]([F:16])=[CH:15][C:10]=3[N:9]=[C:8]2[CH2:23][O:24][C:25]2[CH:30]=[CH:29][CH:28]=[CH:27][CH:26]=2)=[CH:4][CH:3]=1. The catalyst class is: 4. (4) Reactant: Cl.CCOC(C)=O.[CH:8]1([CH:14]2[C:23]3[C:18](=[CH:19][CH:20]=[CH:21][CH:22]=3)[CH2:17][CH2:16][N:15]2[C:24]([C@@H:26]2[CH2:30][CH2:29][CH2:28][N:27]2C(OC(C)(C)C)=O)=[O:25])[CH2:13][CH2:12][CH2:11][CH2:10][CH2:9]1. Product: [CH:8]1([CH:14]2[C:23]3[C:18](=[CH:19][CH:20]=[CH:21][CH:22]=3)[CH2:17][CH2:16][N:15]2[C:24](=[O:25])[C@@H:26]2[CH2:30][CH2:29][CH2:28][NH:27]2)[CH2:9][CH2:10][CH2:11][CH2:12][CH2:13]1. The catalyst class is: 25.